Dataset: Full USPTO retrosynthesis dataset with 1.9M reactions from patents (1976-2016). Task: Predict the reactants needed to synthesize the given product. (1) Given the product [I:25][C:12]1[C:11]([CH3:14])=[CH:10][C:9]([C:15]2[CH:20]=[CH:19][CH:18]=[C:17]([C:21]([F:24])([F:23])[F:22])[CH:16]=2)=[CH:8][C:7]=1[O:6][CH3:5], predict the reactants needed to synthesize it. The reactants are: N([O-])=O.[Na+].[CH3:5][O:6][C:7]1[CH:8]=[C:9]([C:15]2[CH:20]=[CH:19][CH:18]=[C:17]([C:21]([F:24])([F:23])[F:22])[CH:16]=2)[CH:10]=[C:11]([CH3:14])[C:12]=1N.[I-:25].[K+]. (2) Given the product [C:1]([O:5][C:6](=[O:39])[N:7]([N:8]1[C:17](=[O:18])[C:16]2[C:11](=[C:12]([Cl:34])[C:13]([N:20]3[CH2:24][CH2:23][C@H:22]([N:25]([C:27]([O:29][C:30]([CH3:31])([CH3:32])[CH3:33])=[O:28])[CH3:26])[CH2:21]3)=[C:14]([F:19])[CH:15]=2)[N:10]([CH:35]2[CH2:36][CH2:37]2)[C:9]1=[O:38])[CH3:43])([CH3:2])([CH3:3])[CH3:4], predict the reactants needed to synthesize it. The reactants are: [C:1]([O:5][C:6](=[O:39])[NH:7][N:8]1[C:17](=[O:18])[C:16]2[C:11](=[C:12]([Cl:34])[C:13]([N:20]3[CH2:24][CH2:23][C@H:22]([N:25]([C:27]([O:29][C:30]([CH3:33])([CH3:32])[CH3:31])=[O:28])[CH3:26])[CH2:21]3)=[C:14]([F:19])[CH:15]=2)[N:10]([CH:35]2[CH2:37][CH2:36]2)[C:9]1=[O:38])([CH3:4])([CH3:3])[CH3:2].[H-].[Na+].I[CH3:43]. (3) Given the product [Br:1][C:2]1[CH:3]=[CH:4][C:5]([O:6][CH:7]([C:11]2[CH:16]=[CH:15][C:14]([Br:17])=[CH:13][CH:12]=2)[C:8]([NH:20][C:21]2[S:22][CH:23]=[CH:24][N:25]=2)=[O:10])=[CH:18][CH:19]=1, predict the reactants needed to synthesize it. The reactants are: [Br:1][C:2]1[CH:19]=[CH:18][C:5]([O:6][CH:7]([C:11]2[CH:16]=[CH:15][C:14]([Br:17])=[CH:13][CH:12]=2)[C:8]([OH:10])=O)=[CH:4][CH:3]=1.[NH2:20][C:21]1[S:22][CH:23]=[CH:24][N:25]=1. (4) Given the product [C:19]([O:18][C:16]([N:11]1[C:6]2[C:7](=[N:8][C:3]([O:2][CH3:1])=[C:4]([O:12][CH3:13])[CH:5]=2)[C:9]([I:14])=[CH:10]1)=[O:17])([CH3:22])([CH3:21])[CH3:20], predict the reactants needed to synthesize it. The reactants are: [CH3:1][O:2][C:3]1[N:8]=[C:7]2[CH:9]=[CH:10][NH:11][C:6]2=[CH:5][C:4]=1[O:12][CH3:13].[I:14]I.[C:16](O[C:16]([O:18][C:19]([CH3:22])([CH3:21])[CH3:20])=[O:17])([O:18][C:19]([CH3:22])([CH3:21])[CH3:20])=[O:17]. (5) Given the product [NH2:1][C:2]1[CH:7]=[C:6]([C:17]2[N:16]([C:9]([O:11][C:12]([CH3:15])([CH3:14])[CH3:13])=[O:10])[C:24]3[C:19]([CH:18]=2)=[CH:20][CH:21]=[CH:22][CH:23]=3)[CH:5]=[N:4][CH:3]=1, predict the reactants needed to synthesize it. The reactants are: [NH2:1][C:2]1[CH:3]=[N:4][CH:5]=[C:6](Br)[CH:7]=1.[C:9]([N:16]1[C:24]2[C:19](=[CH:20][CH:21]=[CH:22][CH:23]=2)[CH:18]=[C:17]1B(O)O)([O:11][C:12]([CH3:15])([CH3:14])[CH3:13])=[O:10].C([O-])([O-])=O.[K+].[K+].CC#N. (6) Given the product [CH:32]1([C:38](=[O:39])[CH2:40][N:3]2[C:4](=[O:31])[C:5]3[CH:25]=[C:24]([CH2:26][C:27]([F:30])([F:29])[F:28])[S:23][C:6]=3[N:7]([CH2:8][C:9]3[CH:10]=[CH:11][C:12]([C:15]4[C:16]([C:21]#[N:22])=[CH:17][CH:18]=[CH:19][CH:20]=4)=[CH:13][CH:14]=3)[C:2]2=[O:1])[CH2:37][CH2:36][CH2:35][CH2:34][CH2:33]1, predict the reactants needed to synthesize it. The reactants are: [O:1]=[C:2]1[N:7]([CH2:8][C:9]2[CH:14]=[CH:13][C:12]([C:15]3[C:16]([C:21]#[N:22])=[CH:17][CH:18]=[CH:19][CH:20]=3)=[CH:11][CH:10]=2)[C:6]2[S:23][C:24]([CH2:26][C:27]([F:30])([F:29])[F:28])=[CH:25][C:5]=2[C:4](=[O:31])[NH:3]1.[CH:32]1([CH:38]2[CH2:40][O:39]2)[CH2:37][CH2:36][CH2:35][CH2:34][CH2:33]1.CN(C)C=O.C(=O)([O-])[O-].[K+].[K+]. (7) Given the product [CH2:34]([O:41][C:42]1[CH:69]=[CH:68][C:45]([O:46][C:47]2[CH:48]=[C:49]3[C:54](=[CH:55][CH:56]=2)[CH:53]=[C:52]([C:57]2([NH2:65])[CH2:58][O:59][C:60]([CH3:64])([CH3:63])[O:61][CH2:62]2)[CH:51]=[CH:50]3)=[CH:44][CH:43]=1)[C:35]1[CH:36]=[CH:37][CH:38]=[CH:39][CH:40]=1, predict the reactants needed to synthesize it. The reactants are: CC1(C)OCC(C2C=CC3C(=CC=C(OC4C=CC(OC5C=CC=CC=5)=CC=4)C=3)C=2)(N)CO1.[CH2:34]([O:41][C:42]1[CH:69]=[CH:68][C:45]([O:46][C:47]2[CH:48]=[C:49]3[C:54](=[CH:55][CH:56]=2)[CH:53]=[C:52]([C:57]2([N+:65]([O-])=O)[CH2:62][O:61][C:60]([CH3:64])([CH3:63])[O:59][CH2:58]2)[CH:51]=[CH:50]3)=[CH:44][CH:43]=1)[C:35]1[CH:40]=[CH:39][CH:38]=[CH:37][CH:36]=1. (8) Given the product [N+:13]([C:16]1[CH:23]=[CH:22][C:19]([CH:20]2[O:1][CH2:2][C:3]3[CH:4]=[C:5]([CH2:11][OH:12])[CH:6]=[CH:7][C:8]=3[CH2:9][O:10]2)=[CH:18][CH:17]=1)([O-:15])=[O:14], predict the reactants needed to synthesize it. The reactants are: [OH:1][CH2:2][C:3]1[CH:4]=[C:5]([CH2:11][OH:12])[CH:6]=[CH:7][C:8]=1[CH2:9][OH:10].[N+:13]([C:16]1[CH:23]=[CH:22][C:19]([CH:20]=O)=[CH:18][CH:17]=1)([O-:15])=[O:14].